This data is from Reaction yield outcomes from USPTO patents with 853,638 reactions. The task is: Predict the reaction yield, written as a fraction of the theoretical maximum amount of product (1.0 means a 100% yield; for example, 0.34 means a 34% yield). (1) The reactants are [O:1]1[C:5]2[CH:6]=[C:7]3[CH:12]=[C:11]([C:13]([OH:15])=O)[O:10][C:8]3=[CH:9][C:4]=2[NH:3][C:2]1=[O:16].C(N(CC)CC)C.[CH2:24]([CH:31]1[CH2:36][CH2:35][NH:34][CH2:33][CH2:32]1)[C:25]1[CH:30]=[CH:29][CH:28]=[CH:27][CH:26]=1.CN(C(ON1N=NC2C=CC=CC1=2)=[N+](C)C)C.F[P-](F)(F)(F)(F)F. The catalyst is CN(C)C=O. The product is [CH2:24]([CH:31]1[CH2:36][CH2:35][N:34]([C:13]([C:11]2[O:10][C:8]3[C:7](=[CH:6][C:5]4[O:1][C:2](=[O:16])[NH:3][C:4]=4[CH:9]=3)[CH:12]=2)=[O:15])[CH2:33][CH2:32]1)[C:25]1[CH:30]=[CH:29][CH:28]=[CH:27][CH:26]=1. The yield is 0.540. (2) The reactants are Cl.[CH3:2][O:3][C:4]1[CH:10]=[C:9]([N:11]2[CH2:16][CH2:15][CH:14]([N:17]3[CH2:22][CH2:21][N:20]([S:23]([CH3:26])(=[O:25])=[O:24])[CH2:19][CH2:18]3)[CH2:13][CH2:12]2)[CH:8]=[CH:7][C:5]=1[NH2:6].Cl[C:28]1[N:29]=[C:30]([NH:47][C:48]2[CH:56]=[CH:55][CH:54]=[C:53]([F:57])[C:49]=2[C:50](N)=[O:51])[C:31]2[CH:36]=[CH:35][N:34]([S:37]([C:40]3[CH:45]=[CH:44][C:43]([CH3:46])=[CH:42][CH:41]=3)(=[O:39])=[O:38])[C:32]=2[N:33]=1.Cl.O1CCOCC1.C([O-])(O)=O.[Na+]. The catalyst is C(Cl)Cl. The product is [F:57][C:53]1[CH:54]=[CH:55][CH:56]=[C:48]2[C:49]=1[C:50](=[O:51])[N:29]1[C:28]([NH:6][C:5]3[CH:7]=[CH:8][C:9]([N:11]4[CH2:16][CH2:15][CH:14]([N:17]5[CH2:18][CH2:19][N:20]([S:23]([CH3:26])(=[O:25])=[O:24])[CH2:21][CH2:22]5)[CH2:13][CH2:12]4)=[CH:10][C:4]=3[O:3][CH3:2])=[N:33][C:32]3[N:34]([S:37]([C:40]4[CH:41]=[CH:42][C:43]([CH3:46])=[CH:44][CH:45]=4)(=[O:38])=[O:39])[CH:35]=[CH:36][C:31]=3[C:30]1=[N:47]2. The yield is 0.890. (3) The yield is 0.630. The product is [C:18]1([CH:17]([C:24]2[CH:29]=[CH:28][CH:27]=[CH:26][CH:25]=2)[N:30]2[CH2:33][CH:32]([O:1][C:2]3[C:7]4[CH:8]=[C:9]([CH3:11])[O:10][C:6]=4[CH:5]=[C:4]([C:12]([O:14][CH2:15][CH3:16])=[O:13])[CH:3]=3)[CH2:31]2)[CH:19]=[CH:20][CH:21]=[CH:22][CH:23]=1. The reactants are [OH:1][C:2]1[C:7]2[CH:8]=[C:9]([CH3:11])[O:10][C:6]=2[CH:5]=[C:4]([C:12]([O:14][CH2:15][CH3:16])=[O:13])[CH:3]=1.[CH:17]([N:30]1[CH2:33][CH:32](OS(C)(=O)=O)[CH2:31]1)([C:24]1[CH:29]=[CH:28][CH:27]=[CH:26][CH:25]=1)[C:18]1[CH:23]=[CH:22][CH:21]=[CH:20][CH:19]=1.C([O-])([O-])=O.[Cs+].[Cs+]. The catalyst is CN(C=O)C.CCOC(C)=O.